Dataset: Catalyst prediction with 721,799 reactions and 888 catalyst types from USPTO. Task: Predict which catalyst facilitates the given reaction. (1) Reactant: [F:1][C:2]1[C:11]2[C:6](=[CH:7][CH:8]=[CH:9][CH:10]=2)[C:5]([O:12][CH3:13])=[C:4]([CH:14]=[O:15])[CH:3]=1.O.P([O-])(O)(O)=[O:18].[Na+].OO.Cl([O-])=O.[Na+]. Product: [F:1][C:2]1[C:11]2[C:6](=[CH:7][CH:8]=[CH:9][CH:10]=2)[C:5]([O:12][CH3:13])=[C:4]([C:14]([OH:18])=[O:15])[CH:3]=1. The catalyst class is: 47. (2) Reactant: [CH2:1]([N:8]1[C:16]2[C:11](=[CH:12][CH:13]=[CH:14][CH:15]=2)[C:10]([C:17](Cl)=[O:18])=[CH:9]1)[C:2]1[CH:7]=[CH:6][CH:5]=[CH:4][CH:3]=1.[CH3:20][NH:21][CH2:22][C:23]1[CH:24]=[C:25]2[C:30](=[CH:31][CH:32]=1)[CH:29]=[C:28]([OH:33])[CH:27]=[CH:26]2.C(N(CC)CC)C. Product: [OH:33][C:28]1[CH:29]=[C:30]2[C:25](=[CH:26][CH:27]=1)[CH:24]=[C:23]([CH2:22][N:21]([CH3:20])[C:17]([C:10]1[C:11]3[C:16](=[CH:15][CH:14]=[CH:13][CH:12]=3)[N:8]([CH2:1][C:2]3[CH:7]=[CH:6][CH:5]=[CH:4][CH:3]=3)[CH:9]=1)=[O:18])[CH:32]=[CH:31]2. The catalyst class is: 56. (3) Reactant: [C:1]1([CH:7]([C:45]2[CH:50]=[CH:49][CH:48]=[CH:47][CH:46]=2)[CH2:8][CH2:9][N:10]([CH2:30][CH2:31][CH:32]2[CH2:37][CH2:36][N:35]([C:38]([O:40][C:41]([CH3:44])([CH3:43])[CH3:42])=[O:39])[CH2:34][CH2:33]2)[C:11]([NH:13][C:14]2[S:15][CH:16]=[C:17]([C:19]3[CH:24]=[CH:23][C:22]([NH:25][S:26]([CH3:29])(=[O:28])=[O:27])=[CH:21][CH:20]=3)[N:18]=2)=[O:12])[CH:6]=[CH:5][CH:4]=[CH:3][CH:2]=1.C1C(=O)N([Cl:58])C(=O)C1. Product: [Cl:58][C:16]1[S:15][C:14]([NH:13][C:11](=[O:12])[N:10]([CH2:30][CH2:31][CH:32]2[CH2:33][CH2:34][N:35]([C:38]([O:40][C:41]([CH3:44])([CH3:42])[CH3:43])=[O:39])[CH2:36][CH2:37]2)[CH2:9][CH2:8][CH:7]([C:1]2[CH:6]=[CH:5][CH:4]=[CH:3][CH:2]=2)[C:45]2[CH:46]=[CH:47][CH:48]=[CH:49][CH:50]=2)=[N:18][C:17]=1[C:19]1[CH:20]=[CH:21][C:22]([NH:25][S:26]([CH3:29])(=[O:27])=[O:28])=[CH:23][CH:24]=1. The catalyst class is: 3. (4) Reactant: [Cl:1][C:2]1[C:11]2[C:6](=[CH:7][CH:8]=[CH:9][CH:10]=2)[N:5]=[C:4](I)[C:3]=1[F:13].C(O)CCC.C(=O)([O-])[O-].[Cs+].[Cs+].[F:25][C:26]1[CH:31]=[CH:30][CH:29]=[CH:28][C:27]=1B(O)O. Product: [Cl:1][C:2]1[C:11]2[C:6](=[CH:7][CH:8]=[CH:9][CH:10]=2)[N:5]=[C:4]([C:27]2[CH:28]=[CH:29][CH:30]=[CH:31][C:26]=2[F:25])[C:3]=1[F:13]. The catalyst class is: 93. (5) The catalyst class is: 812. Product: [F:30][C:24]1[CH:25]=[CH:26][CH:27]=[C:28]([F:29])[C:23]=1[NH:22][C:20](=[O:21])[C:19]1[CH:31]=[CH:32][CH:33]=[C:17]([C:9]2[N:10]=[C:11]3[CH:16]=[CH:15][CH:14]=[CH:13][N:12]3[C:8]=2[C:6]2[CH:5]=[CH:4][N:3]=[C:2]([NH:38][C:37]3[CH:39]=[CH:40][C:41]([CH2:43][CH2:44][CH2:45][N:46]4[CH2:47][CH2:48][CH2:49][CH2:50][CH2:51]4)=[CH:42][C:36]=3[O:35][CH3:34])[N:7]=2)[CH:18]=1. Reactant: Cl[C:2]1[N:7]=[C:6]([C:8]2[N:12]3[CH:13]=[CH:14][CH:15]=[CH:16][C:11]3=[N:10][C:9]=2[C:17]2[CH:18]=[C:19]([CH:31]=[CH:32][CH:33]=2)[C:20]([NH:22][C:23]2[C:28]([F:29])=[CH:27][CH:26]=[CH:25][C:24]=2[F:30])=[O:21])[CH:5]=[CH:4][N:3]=1.[CH3:34][O:35][C:36]1[CH:42]=[C:41]([CH2:43][CH2:44][CH2:45][N:46]2[CH2:51][CH2:50][CH2:49][CH2:48][CH2:47]2)[CH:40]=[CH:39][C:37]=1[NH2:38].C1(C)C=CC(S(O)(=O)=O)=CC=1.C[O-].[Na+]. (6) Reactant: [H-].[Na+].[C:3]([O:7][C:8]([N:10]1[CH2:15][CH2:14][O:13][CH2:12][CH:11]1[CH2:16][OH:17])=[O:9])([CH3:6])([CH3:5])[CH3:4].[N+](C1C=CC([O:27][C:28]([N:30]2[CH2:35][CH2:34][N:33]([C:36]3[CH:41]=[CH:40][C:39]([F:42])=[CH:38][CH:37]=3)[CH2:32][CH2:31]2)=O)=CC=1)([O-])=O.C([O-])(O)=O.[Na+]. Product: [C:3]([O:7][C:8]([N:10]1[CH2:15][CH2:14][O:13][CH2:12][CH:11]1[CH2:16][O:17][C:28]([N:30]1[CH2:31][CH2:32][N:33]([C:36]2[CH:41]=[CH:40][C:39]([F:42])=[CH:38][CH:37]=2)[CH2:34][CH2:35]1)=[O:27])=[O:9])([CH3:6])([CH3:5])[CH3:4]. The catalyst class is: 1. (7) Reactant: [Br:1][C:2]1[CH:3]=[N:4][C:5](Cl)=[N:6][CH:7]=1.[C:9]1([C:15]2[N:16]=[CH:17][NH:18][CH:19]=2)[CH:14]=[CH:13][CH:12]=[CH:11][CH:10]=1.C(=O)([O-])[O-].[K+].[K+]. Product: [Br:1][C:2]1[CH:3]=[N:4][C:5]([N:18]2[CH:19]=[C:15]([C:9]3[CH:14]=[CH:13][CH:12]=[CH:11][CH:10]=3)[N:16]=[CH:17]2)=[N:6][CH:7]=1. The catalyst class is: 264. (8) Reactant: [Br:1][C:2]1[C:3]([NH2:8])=[N:4][CH:5]=[CH:6][CH:7]=1.[CH2:9]([O:11][C:12]([N:14]=[C:15]=[S:16])=[O:13])[CH3:10]. Product: [Br:1][C:2]1[C:3]([NH:8][C:15]([NH:14][C:12]([O:11][CH2:9][CH3:10])=[O:13])=[S:16])=[N:4][CH:5]=[CH:6][CH:7]=1. The catalyst class is: 12.